Task: Predict the product of the given reaction.. Dataset: Forward reaction prediction with 1.9M reactions from USPTO patents (1976-2016) (1) Given the reactants [Br:1][C:2]1[CH:21]=[CH:20][C:5]([O:6][C:7]2[N:14]=[C:13]([N:15]([CH2:17][CH2:18][OH:19])C)[CH:12]=[CH:11][C:8]=2[C:9]#[N:10])=[CH:4][C:3]=1[CH:22]=[O:23].[C:24]([Si:28](Cl)([CH3:30])[CH3:29])([CH3:27])([CH3:26])[CH3:25].CCN(CC)CC, predict the reaction product. The product is: [Br:1][C:2]1[CH:21]=[CH:20][C:5]([O:6][C:7]2[N:14]=[C:13]([NH:15][CH2:17][CH2:18][O:19][Si:28]([C:24]([CH3:27])([CH3:26])[CH3:25])([CH3:30])[CH3:29])[CH:12]=[CH:11][C:8]=2[C:9]#[N:10])=[CH:4][C:3]=1[CH:22]=[O:23]. (2) The product is: [CH3:20][N:18]1[CH:19]=[C:15]([N:14]2[C:5]3[C:4]4[CH:3]=[C:2]([C:28]5[CH:29]=[N:24][CH:25]=[N:26][CH:27]=5)[CH:11]=[CH:10][C:9]=4[N:8]=[CH:7][C:6]=3[N:12]([CH3:23])[C:13]2=[O:22])[C:16]([CH3:21])=[N:17]1. Given the reactants Br[C:2]1[CH:11]=[CH:10][C:9]2[N:8]=[CH:7][C:6]3[N:12]([CH3:23])[C:13](=[O:22])[N:14]([C:15]4[C:16]([CH3:21])=[N:17][N:18]([CH3:20])[CH:19]=4)[C:5]=3[C:4]=2[CH:3]=1.[N:24]1[CH:29]=[C:28](B(O)O)[CH:27]=[N:26][CH:25]=1, predict the reaction product. (3) Given the reactants [Cl:1][C:2]1[CH:26]=[C:25]([O:27][CH3:28])[C:24]([OH:29])=[CH:23][C:3]=1[C:4]([N:6]([CH:20]([CH3:22])[CH3:21])[C@@H:7]1[CH2:12][CH2:11][CH2:10][N:9]([C:13]([O:15][C:16]([CH3:19])([CH3:18])[CH3:17])=[O:14])[CH2:8]1)=[O:5].[H-].[Na+].[CH3:32][O:33][C:34](=[O:39])[NH:35][CH2:36][CH2:37]Br.[Cl-].[NH4+], predict the reaction product. The product is: [Cl:1][C:2]1[CH:26]=[C:25]([O:27][CH3:28])[C:24]([O:29][CH2:37][CH2:36][NH:35][C:34]([O:33][CH3:32])=[O:39])=[CH:23][C:3]=1[C:4]([N:6]([CH:20]([CH3:22])[CH3:21])[C@@H:7]1[CH2:12][CH2:11][CH2:10][N:9]([C:13]([O:15][C:16]([CH3:18])([CH3:17])[CH3:19])=[O:14])[CH2:8]1)=[O:5]. (4) Given the reactants C(N(CC)C(C)C)(C)C.[OH:10][C:11]1[CH:21]=[CH:20][CH:19]=[C:13]2[C:14]([O:16][C:17](=[O:18])[C:12]=12)=[O:15].[CH3:22][O:23][CH2:24]Cl, predict the reaction product. The product is: [CH3:22][O:23][CH2:24][O:10][C:11]1[CH:21]=[CH:20][CH:19]=[C:13]2[C:14]([O:16][C:17](=[O:18])[C:12]=12)=[O:15]. (5) Given the reactants [S:1]1[C:5]2[CH:6]=[CH:7][CH:8]=[CH:9][C:4]=2[NH:3][C:2]1=[O:10].N([CH2:14][CH2:15][CH2:16][CH2:17][CH2:18][CH2:19][CH3:20])=C=O, predict the reaction product. The product is: [O:10]=[C:2]1[NH:3][C:4]2[CH:9]=[CH:8][CH:7]=[CH:6][C:5]=2[S:1]1.[CH3:20][CH2:19][CH:18]([C:2]([NH2:3])=[O:10])[CH2:17][CH2:16][CH2:15][CH3:14]. (6) Given the reactants C1(C2C=CC([CH:8]=[O:9])=CC=2)CC1.Br[C:13]1[CH:18]=[CH:17][C:16]([C:19]2([CH3:22])[CH2:21][CH2:20]2)=[C:15]([Cl:23])[CH:14]=1.[Li]CCCC.CN(C=O)C, predict the reaction product. The product is: [Cl:23][C:15]1[CH:14]=[C:13]([CH:18]=[CH:17][C:16]=1[C:19]1([CH3:22])[CH2:21][CH2:20]1)[CH:8]=[O:9].